Dataset: Catalyst prediction with 721,799 reactions and 888 catalyst types from USPTO. Task: Predict which catalyst facilitates the given reaction. (1) Reactant: O=[C:2]([C:23]#[C:24][CH3:25])[CH2:3][N:4]([S:15]([C:18]1[S:19][CH:20]=[CH:21][CH:22]=1)(=[O:17])=[O:16])[CH2:5][CH2:6][NH:7]C(=O)OC(C)(C)C.C(O[BH-](OC(=O)C)OC(=O)C)(=O)C.[Na+].C(O)(C(F)(F)F)=O. Product: [C:23]([CH:2]1[NH:7][CH2:6][CH2:5][N:4]([S:15]([C:18]2[S:19][CH:20]=[CH:21][CH:22]=2)(=[O:17])=[O:16])[CH2:3]1)#[C:24][CH3:25]. The catalyst class is: 2. (2) Reactant: Br[C:2]1[CH:7]=[CH:6][C:5]([CH:8]2[CH2:13][CH2:12][CH2:11][CH2:10][CH2:9]2)=[CH:4][CH:3]=1.[NH:14]1[CH2:19][CH2:18][NH:17][CH2:16][CH2:15]1.CC(C)([O-])C.[Na+]. Product: [CH:8]1([C:5]2[CH:6]=[CH:7][C:2]([N:14]3[CH2:19][CH2:18][NH:17][CH2:16][CH2:15]3)=[CH:3][CH:4]=2)[CH2:13][CH2:12][CH2:11][CH2:10][CH2:9]1. The catalyst class is: 608. (3) Reactant: [C:1]1([C:7]([OH:9])=[O:8])([C:4](O)=[O:5])[CH2:3][CH2:2]1.S(Cl)(Cl)=O.[F:14][C:15]1[CH:21]=[CH:20][CH:19]=[CH:18][C:16]=1[NH2:17].[OH-].[Na+]. Product: [F:14][C:15]1[CH:21]=[CH:20][CH:19]=[CH:18][C:16]=1[NH:17][C:4]([C:1]1([C:7]([OH:9])=[O:8])[CH2:3][CH2:2]1)=[O:5]. The catalyst class is: 571. (4) Reactant: [OH:1][CH2:2][C:3]1[C:4]([C:18](OCC)=[O:19])=[N:5][O:6][C:7]=1[C:8]1[CH:13]=[CH:12][C:11]([C:14]([F:17])([F:16])[F:15])=[CH:10][CH:9]=1.C(N(CC)CC)C.[NH2:30][C@@H:31]1[CH2:36][CH2:35][CH2:34][C@H:33]([OH:37])[CH2:32]1. Product: [OH:37][C@H:33]1[CH2:34][CH2:35][CH2:36][C@@H:31]([NH:30][C:18]([C:4]2[C:3]([CH2:2][OH:1])=[C:7]([C:8]3[CH:13]=[CH:12][C:11]([C:14]([F:17])([F:16])[F:15])=[CH:10][CH:9]=3)[O:6][N:5]=2)=[O:19])[CH2:32]1. The catalyst class is: 10. (5) Reactant: C[O:2][C:3](=[O:21])[C@@H:4]([NH:13][C:14]([O:16][C:17]([CH3:20])([CH3:19])[CH3:18])=[O:15])[CH2:5][CH2:6][CH2:7][CH2:8][CH2:9][C:10](=[O:12])[CH3:11].O[Li].O. Product: [C:17]([O:16][C:14]([NH:13][C@@H:4]([CH2:5][CH2:6][CH2:7][CH2:8][CH2:9][C:10](=[O:12])[CH3:11])[C:3]([OH:21])=[O:2])=[O:15])([CH3:20])([CH3:19])[CH3:18]. The catalyst class is: 20.